This data is from NCI-60 drug combinations with 297,098 pairs across 59 cell lines. The task is: Regression. Given two drug SMILES strings and cell line genomic features, predict the synergy score measuring deviation from expected non-interaction effect. (1) Drug 1: CC(C)NC(=O)C1=CC=C(C=C1)CNNC.Cl. Drug 2: CC(C)CN1C=NC2=C1C3=CC=CC=C3N=C2N. Cell line: UACC62. Synergy scores: CSS=-2.68, Synergy_ZIP=2.68, Synergy_Bliss=0.140, Synergy_Loewe=-4.81, Synergy_HSA=-6.26. (2) Drug 1: COC1=NC(=NC2=C1N=CN2C3C(C(C(O3)CO)O)O)N. Drug 2: COC1=C2C(=CC3=C1OC=C3)C=CC(=O)O2. Cell line: SNB-19. Synergy scores: CSS=-5.12, Synergy_ZIP=2.08, Synergy_Bliss=0.196, Synergy_Loewe=-3.59, Synergy_HSA=-3.41. (3) Drug 1: CC(C)NC(=O)C1=CC=C(C=C1)CNNC.Cl. Drug 2: CC1C(C(CC(O1)OC2CC(CC3=C2C(=C4C(=C3O)C(=O)C5=C(C4=O)C(=CC=C5)OC)O)(C(=O)CO)O)N)O.Cl. Cell line: HCT116. Synergy scores: CSS=34.0, Synergy_ZIP=0.384, Synergy_Bliss=-1.59, Synergy_Loewe=-4.09, Synergy_HSA=0.0819. (4) Drug 1: CC1OCC2C(O1)C(C(C(O2)OC3C4COC(=O)C4C(C5=CC6=C(C=C35)OCO6)C7=CC(=C(C(=C7)OC)O)OC)O)O. Drug 2: C1CN(P(=O)(OC1)NCCCl)CCCl. Cell line: M14. Synergy scores: CSS=14.5, Synergy_ZIP=-4.80, Synergy_Bliss=0.886, Synergy_Loewe=-17.6, Synergy_HSA=-1.15. (5) Drug 1: C1=CC(=CC=C1C#N)C(C2=CC=C(C=C2)C#N)N3C=NC=N3. Drug 2: CC1=C(C=C(C=C1)NC(=O)C2=CC=C(C=C2)CN3CCN(CC3)C)NC4=NC=CC(=N4)C5=CN=CC=C5. Cell line: SN12C. Synergy scores: CSS=-4.03, Synergy_ZIP=-0.233, Synergy_Bliss=-3.81, Synergy_Loewe=-6.01, Synergy_HSA=-6.83.